From a dataset of TCR-epitope binding with 47,182 pairs between 192 epitopes and 23,139 TCRs. Binary Classification. Given a T-cell receptor sequence (or CDR3 region) and an epitope sequence, predict whether binding occurs between them. (1) The epitope is YLNTLTLAV. The TCR CDR3 sequence is CASSLYGTQYF. Result: 1 (the TCR binds to the epitope). (2) The epitope is YVFCTVNAL. The TCR CDR3 sequence is CASSQVPGTTLNTEAFF. Result: 0 (the TCR does not bind to the epitope). (3) The epitope is YSEHPTFTSQY. The TCR CDR3 sequence is CASSERGYEQYF. Result: 0 (the TCR does not bind to the epitope). (4) The epitope is MMISAGFSL. The TCR CDR3 sequence is CASSPTVLSGNTIYF. Result: 1 (the TCR binds to the epitope). (5) The epitope is LLFNKVTLA. The TCR CDR3 sequence is CSASLFANTGELFF. Result: 1 (the TCR binds to the epitope). (6) The epitope is YLDAYNMMI. The TCR CDR3 sequence is CASSYSRGTDTQYF. Result: 0 (the TCR does not bind to the epitope). (7) The epitope is IVTDFSVIK. The TCR CDR3 sequence is CASSHLGGDRYMNEQFF. Result: 1 (the TCR binds to the epitope). (8) The epitope is ARMILMTHF. The TCR CDR3 sequence is CASSQGTSGSYTGELFF. Result: 0 (the TCR does not bind to the epitope).